This data is from Catalyst prediction with 721,799 reactions and 888 catalyst types from USPTO. The task is: Predict which catalyst facilitates the given reaction. (1) Reactant: [NH2:1][CH2:2][C@@H:3]([NH:7][C:8](=[O:20])[C@@H:9]([NH:13][C:14]([O:16][CH:17]([CH3:19])[CH3:18])=[O:15])[CH:10]([CH3:12])[CH3:11])[CH:4]([CH3:6])[CH3:5].C(N(CC)CC)C.[O:28]1[C:32]2=[CH:33][CH:34]=[CH:35][C:36]([C:37](Cl)=[O:38])=[C:31]2[N:30]=[N:29]1.C(OCC)(=O)C. Product: [O:28]1[C:32]2[CH:33]=[CH:34][CH:35]=[C:36]([C:37]([NH:1][CH2:2][C@@H:3]([NH:7][C:8](=[O:20])[C@@H:9]([NH:13][C:14]([O:16][CH:17]([CH3:19])[CH3:18])=[O:15])[CH:10]([CH3:11])[CH3:12])[CH:4]([CH3:6])[CH3:5])=[O:38])[C:31]=2[N:30]=[N:29]1. The catalyst class is: 4. (2) Reactant: [Cl:1][C:2]1[CH:3]=[C:4]([CH:8]=[C:9]([CH3:11])[CH:10]=1)[C:5](O)=[O:6].O1CCCC1.B. Product: [Cl:1][C:2]1[CH:3]=[C:4]([CH2:5][OH:6])[CH:8]=[C:9]([CH3:11])[CH:10]=1. The catalyst class is: 1. (3) Reactant: [CH:1]([NH:4][C:5]([C:7]1[C:15]2[C:10](=[N:11][CH:12]=[C:13]([C:16]3[C:24]4[C:19](=[CH:20][C:21]([Cl:25])=[CH:22][CH:23]=4)[N:18]([CH3:26])[N:17]=3)[N:14]=2)[N:9](COCC[Si](C)(C)C)[CH:8]=1)=[O:6])([CH3:3])[CH3:2].FC(F)(F)C(O)=O.C(N)CN.O. Product: [CH:1]([NH:4][C:5]([C:7]1[C:15]2[C:10](=[N:11][CH:12]=[C:13]([C:16]3[C:24]4[C:19](=[CH:20][C:21]([Cl:25])=[CH:22][CH:23]=4)[N:18]([CH3:26])[N:17]=3)[N:14]=2)[NH:9][CH:8]=1)=[O:6])([CH3:3])[CH3:2]. The catalyst class is: 96. (4) Reactant: Cl[C:2](OC(Cl)(Cl)Cl)=[O:3].[C:9]1([NH:15][C:16]2[C:17](=[CH:21][CH:22]=[CH:23][CH:24]=2)[C:18]([OH:20])=[O:19])[CH:14]=[CH:13][CH:12]=[CH:11][CH:10]=1. Product: [C:9]1([N:15]2[C:16]3[CH:24]=[CH:23][CH:22]=[CH:21][C:17]=3[C:18](=[O:20])[O:19][C:2]2=[O:3])[CH:10]=[CH:11][CH:12]=[CH:13][CH:14]=1. The catalyst class is: 12. (5) Reactant: [NH2:1][C:2]1[C:7]2=[C:8]([C:18]3[CH:23]=[CH:22][C:21]([NH:24]C(=O)OC(C)(C)C)=[C:20]([O:32][CH3:33])[CH:19]=3)[CH:9]=[C:10]([CH2:11][N:12]3[CH2:17][CH2:16][O:15][CH2:14][CH2:13]3)[N:6]2[N:5]=[CH:4][N:3]=1.FC(F)(F)C(O)=O. Product: [NH2:24][C:21]1[CH:22]=[CH:23][C:18]([C:8]2[CH:9]=[C:10]([CH2:11][N:12]3[CH2:13][CH2:14][O:15][CH2:16][CH2:17]3)[N:6]3[C:7]=2[C:2]([NH2:1])=[N:3][CH:4]=[N:5]3)=[CH:19][C:20]=1[O:32][CH3:33]. The catalyst class is: 2. (6) Reactant: [CH2:1]([O:3][C:4](=[O:7])[CH:5]=O)[CH3:2].[CH2:8]([NH:13][NH2:14])[CH2:9][CH2:10][CH2:11][CH3:12]. Product: [CH2:1]([O:3][C:4](=[O:7])[CH:5]=[N:14][NH:13][CH2:8][CH2:9][CH2:10][CH2:11][CH3:12])[CH3:2]. The catalyst class is: 8.